This data is from Reaction yield outcomes from USPTO patents with 853,638 reactions. The task is: Predict the reaction yield, written as a fraction of the theoretical maximum amount of product (1.0 means a 100% yield; for example, 0.34 means a 34% yield). The reactants are CCN(C(C)C)C(C)C.[Li]CCCC.[CH3:15][O:16][C:17]1([O:28][CH3:29])[CH2:22][CH2:21][CH:20]([C:23]([O:25][CH2:26][CH3:27])=[O:24])[CH2:19][CH2:18]1.Cl[C:31]([O:33][CH3:34])=[O:32]. The catalyst is C1COCC1. The product is [CH3:15][O:16][C:17]1([O:28][CH3:29])[CH2:22][CH2:21][C:20]([C:31]([O:33][CH3:34])=[O:32])([C:23]([O:25][CH2:26][CH3:27])=[O:24])[CH2:19][CH2:18]1. The yield is 0.930.